This data is from Merck oncology drug combination screen with 23,052 pairs across 39 cell lines. The task is: Regression. Given two drug SMILES strings and cell line genomic features, predict the synergy score measuring deviation from expected non-interaction effect. (1) Drug 1: CN1C(=O)C=CC2(C)C3CCC4(C)C(NC(=O)OCC(F)(F)F)CCC4C3CCC12. Drug 2: Nc1ccn(C2OC(CO)C(O)C2(F)F)c(=O)n1. Cell line: PA1. Synergy scores: synergy=-6.64. (2) Drug 1: Nc1ccn(C2OC(CO)C(O)C2(F)F)c(=O)n1. Drug 2: CS(=O)(=O)CCNCc1ccc(-c2ccc3ncnc(Nc4ccc(OCc5cccc(F)c5)c(Cl)c4)c3c2)o1. Cell line: HT144. Synergy scores: synergy=-4.60. (3) Cell line: RPMI7951. Drug 2: COC1=C2CC(C)CC(OC)C(O)C(C)C=C(C)C(OC(N)=O)C(OC)C=CC=C(C)C(=O)NC(=CC1=O)C2=O. Drug 1: Cn1nnc2c(C(N)=O)ncn2c1=O. Synergy scores: synergy=-7.40. (4) Drug 1: CC1CC2C3CCC4=CC(=O)C=CC4(C)C3(F)C(O)CC2(C)C1(O)C(=O)CO. Drug 2: O=C(NOCC(O)CO)c1ccc(F)c(F)c1Nc1ccc(I)cc1F. Cell line: OVCAR3. Synergy scores: synergy=13.7. (5) Drug 1: CCc1cnn2c(NCc3ccc[n+]([O-])c3)cc(N3CCCCC3CCO)nc12. Drug 2: Cn1cc(-c2cnn3c(N)c(Br)c(C4CCCNC4)nc23)cn1. Cell line: A2058. Synergy scores: synergy=6.38. (6) Drug 1: CCC1(O)CC2CN(CCc3c([nH]c4ccccc34)C(C(=O)OC)(c3cc4c(cc3OC)N(C)C3C(O)(C(=O)OC)C(OC(C)=O)C5(CC)C=CCN6CCC43C65)C2)C1. Drug 2: NC1(c2ccc(-c3nc4ccn5c(=O)[nH]nc5c4cc3-c3ccccc3)cc2)CCC1. Cell line: OV90. Synergy scores: synergy=3.74. (7) Drug 1: Cn1nnc2c(C(N)=O)ncn2c1=O. Drug 2: CCc1cnn2c(NCc3ccc[n+]([O-])c3)cc(N3CCCCC3CCO)nc12. Cell line: NCIH23. Synergy scores: synergy=-6.17. (8) Drug 1: C#Cc1cccc(Nc2ncnc3cc(OCCOC)c(OCCOC)cc23)c1. Drug 2: COC1=C2CC(C)CC(OC)C(O)C(C)C=C(C)C(OC(N)=O)C(OC)C=CC=C(C)C(=O)NC(=CC1=O)C2=O. Cell line: UACC62. Synergy scores: synergy=11.9.